Dataset: Peptide-MHC class I binding affinity with 185,985 pairs from IEDB/IMGT. Task: Regression. Given a peptide amino acid sequence and an MHC pseudo amino acid sequence, predict their binding affinity value. This is MHC class I binding data. (1) The peptide sequence is HYWDTIRFRY. The MHC is Mamu-A2201 with pseudo-sequence Mamu-A2201. The binding affinity (normalized) is 0.153. (2) The peptide sequence is FEEALNVALA. The MHC is HLA-B18:01 with pseudo-sequence HLA-B18:01. The binding affinity (normalized) is 0.575. (3) The peptide sequence is YTDQVPFSV. The MHC is HLA-A02:01 with pseudo-sequence HLA-A02:01. The binding affinity (normalized) is 0.588. (4) The peptide sequence is IPQCRLTPL. The MHC is HLA-B40:02 with pseudo-sequence HLA-B40:02. The binding affinity (normalized) is 0.0124.